The task is: Binary Classification. Given a drug SMILES string, predict its activity (active/inactive) in a high-throughput screening assay against a specified biological target.. This data is from M1 muscarinic receptor antagonist screen with 61,756 compounds. (1) The molecule is n1[nH]nnc1C(C(C)(C)C#N)(C)C. The result is 0 (inactive). (2) The compound is O1C(CCC1)CNc1nc2CC(CC(=O)c2cn1)(C)C. The result is 0 (inactive). (3) The drug is O=c1n(c(=O)n(c2nc3n(CCCN3c3ccc(OC)cc3)c12)C)CCc1ccccc1. The result is 0 (inactive). (4) The compound is S1(=O)(=O)CC(NC(=O)COc2ccc(C(C)(C)C)cc2)CC1. The result is 0 (inactive). (5) The molecule is N1(CCC2(CC1)C(=c1n(C(N)=C2C#N)c2c([nH]1)cccc2)C#N)Cc1ccccc1. The result is 1 (active).